From a dataset of Experimentally validated miRNA-target interactions with 360,000+ pairs, plus equal number of negative samples. Binary Classification. Given a miRNA mature sequence and a target amino acid sequence, predict their likelihood of interaction. (1) The protein sequence of the target gene is MLGLLVALLALGLAVFALLDVWYLVRLPCAVLRARLLQPRVRDLLAEQRFPGRVLPSDLDLLLHMNNARYLREADFARVAHLTRCGVLGALRELRAHTVLAASCARHRRSLRLLEPFEVRTRLLGWDDRAFYLEARFVSLRDGFVCALLRFRQHLLGTSPERVVQHLCQRRVEPPELPADLQHWISYNEASSQLLRMESGLSDVTKDQ. Result: 1 (interaction). The miRNA is hsa-miR-4500 with sequence UGAGGUAGUAGUUUCUU. (2) The miRNA is cel-miR-71-5p with sequence UGAAAGACAUGGGUAGUGAGACG. The protein sequence of the target gene is MKGLGDSRPRHLSDSLDPPHEPLFAGTDRNPYLLSPTEAFAREARFPGQNTLPGDGLFPLNNQLPPPSSTFPRIHYNSHFEVPEESPFPSHAQATKINRLPANLLDQFEKQLPIHRDGFSTLQFPRGEAKARGESPGRIRHLVHSVQRLFFTKAPSLEGTAGKVGGNGSKKGGMEDGKGRRAKSKERAKAGEPKRRSRSNISGWWSSDDNLDGEAGAFRSSGPASGLMTLGRQAERSQPRYFMHAYNTISGHMLKTTKNNTTELTAPPPPPAPPATCPSLGVGTDTNYVKRGSWSTLTLS.... Result: 0 (no interaction). (3) Result: 0 (no interaction). The protein sequence of the target gene is MRRSKADVERYIASVQGSTPSPRQKSMKGFYFAKLYYEAKEYDLAKKYICTYINVQERDPKAHRFLGLLYELEENTDKAVECYRRSVELNPTQKDLVLKIAELLCKNDVTDGRAKYWLERAAKLFPGSPAIYKLKEQLLDCEGEDGWNKLFDLIQSELYVRPDDVHVNIRLVEVYRSTKRLKDAVAHCHEAERNIALRSSLEWNSCVVQTLKEYLESLQCLESDKSDWRATNTDLLLAYANLMLLTLSTRDVQESRELLQSFDSALQSVKSLGGNDELSATFLEMKGHFYMHAGSLLLKM.... The miRNA is mmu-miR-344c-3p with sequence UGAUCUAGUCAAAGCCUGACAGU.